Dataset: Full USPTO retrosynthesis dataset with 1.9M reactions from patents (1976-2016). Task: Predict the reactants needed to synthesize the given product. The reactants are: [F:1][C:2]1[CH:18]=[CH:17][C:5]([CH2:6][NH:7][C:8]([C:10]2[S:14][C:13](Br)=[N:12][C:11]=2[CH3:16])=[O:9])=[CH:4][CH:3]=1.[NH:19]1[C:23](B(O)O)=[CH:22][CH:21]=[N:20]1.C(=O)([O-])[O-].[K+].[K+]. Given the product [F:1][C:2]1[CH:18]=[CH:17][C:5]([CH2:6][NH:7][C:8]([C:10]2[S:14][C:13]([C:23]3[NH:19][N:20]=[CH:21][CH:22]=3)=[N:12][C:11]=2[CH3:16])=[O:9])=[CH:4][CH:3]=1, predict the reactants needed to synthesize it.